Dataset: Forward reaction prediction with 1.9M reactions from USPTO patents (1976-2016). Task: Predict the product of the given reaction. (1) The product is: [Br:1][C:2]1[S:3][C:4]([C:7]([OH:9])=[O:8])=[CH:5][N:6]=1. Given the reactants [Br:1][C:2]1[S:3][C:4]([C:7]([O:9]CC)=[O:8])=[CH:5][N:6]=1.CO.[OH-].[Na+].Cl, predict the reaction product. (2) Given the reactants [CH2:1]([O:3][C:4]([C:6]1[C:10]([CH3:11])=[C:9]([CH:12]=[O:13])[O:8][C:7]=1[CH3:14])=[O:5])[CH3:2].S(N)(=O)(=O)[OH:16].Cl([O-])=O.[Na+], predict the reaction product. The product is: [CH3:11][C:10]1[C:6]([C:4]([O:3][CH2:1][CH3:2])=[O:5])=[C:7]([CH3:14])[O:8][C:9]=1[C:12]([OH:16])=[O:13]. (3) Given the reactants [Br:1][C:2]1[CH:7]=[C:6]([CH3:8])[CH:5]=[CH:4][C:3]=1[CH2:9][CH:10]([CH3:14])[C:11](Cl)=[O:12].[Al+3].[Cl-].[Cl-].[Cl-], predict the reaction product. The product is: [Br:1][C:2]1[CH:7]=[C:6]([CH3:8])[CH:5]=[C:4]2[C:3]=1[CH2:9][CH:10]([CH3:14])[C:11]2=[O:12]. (4) Given the reactants [NH2:1][CH2:2][C:3]1[CH:8]=[CH:7][C:6]([F:9])=[CH:5][C:4]=1[CH2:10][OH:11].[C:12]([O:16][C:17](O[C:17]([O:16][C:12]([CH3:15])([CH3:14])[CH3:13])=[O:18])=[O:18])([CH3:15])([CH3:14])[CH3:13], predict the reaction product. The product is: [C:12]([O:16][C:17](=[O:18])[NH:1][CH2:2][C:3]1[CH:8]=[CH:7][C:6]([F:9])=[CH:5][C:4]=1[CH2:10][OH:11])([CH3:15])([CH3:14])[CH3:13]. (5) The product is: [Si:20]([O:14][CH2:13][C@@H:12]([NH:11][C:2]1[N:3]=[CH:4][C:5]2[CH2:10][CH2:9][NH:8][CH2:7][C:6]=2[N:1]=1)[CH3:15])([C:17]([CH3:19])([CH3:18])[CH3:16])([CH3:22])[CH3:21]. Given the reactants [N:1]1[C:6]2[CH2:7][NH:8][CH2:9][CH2:10][C:5]=2[CH:4]=[N:3][C:2]=1[NH:11][C@@H:12]([CH3:15])[CH2:13][OH:14].[CH3:16][C:17]([Si:20](Cl)([CH3:22])[CH3:21])([CH3:19])[CH3:18].C(Cl)Cl, predict the reaction product.